Dataset: Forward reaction prediction with 1.9M reactions from USPTO patents (1976-2016). Task: Predict the product of the given reaction. (1) Given the reactants FC(F)(F)C1C=C(NC(=O)NC2C=CC(C3SC(CCC(OC)=O)=NC=3)=CC=2)C=CC=1.[F:32][C:33]([F:56])([F:55])[S:34]([N:37]1[CH2:42][CH2:41][CH:40]([C:43]2[S:44][C:45]([C:48]3[CH:54]=[CH:53][C:51]([NH2:52])=[CH:50][CH:49]=3)=[CH:46][N:47]=2)[CH2:39][CH2:38]1)(=[O:36])=[O:35].[F:57][C:58]1[CH:63]=[C:62]([F:64])[CH:61]=[CH:60][C:59]=1[N:65]=[C:66]=[O:67], predict the reaction product. The product is: [F:57][C:58]1[CH:63]=[C:62]([F:64])[CH:61]=[CH:60][C:59]=1[NH:65][C:66]([NH:52][C:51]1[CH:53]=[CH:54][C:48]([C:45]2[S:44][C:43]([CH:40]3[CH2:41][CH2:42][N:37]([S:34]([C:33]([F:32])([F:55])[F:56])(=[O:35])=[O:36])[CH2:38][CH2:39]3)=[N:47][CH:46]=2)=[CH:49][CH:50]=1)=[O:67]. (2) Given the reactants [C:1]([CH2:3][CH2:4][N:5]([C:10]([O:12][C:13]([CH3:16])([CH3:15])[CH3:14])=[O:11])[CH2:6][C:7]([OH:9])=O)#[N:2].C(N1C=CN=C1)(N1C=CN=C1)=O.Cl.[CH2:30]([NH2:41])[CH2:31][C:32]1[CH:40]=[CH:39][C:38]2[O:37][CH2:36][O:35][C:34]=2[CH:33]=1.C(N(C(C)C)CC)(C)C, predict the reaction product. The product is: [C:1]([CH2:3][CH2:4][N:5]([C:10]([O:12][C:13]([CH3:16])([CH3:15])[CH3:14])=[O:11])[CH2:6][C:7]([NH:41][CH2:30][CH2:31][C:32]1[CH:40]=[CH:39][C:38]2[O:37][CH2:36][O:35][C:34]=2[CH:33]=1)=[O:9])#[N:2]. (3) Given the reactants [Br:1][C:2]1[S:3][C:4]([Br:16])=[C:5]([C:10]2[CH:15]=[CH:14][CH:13]=[CH:12][CH:11]=2)[C:6]=1[C:7](O)=[O:8].CN1C(=O)CCC1.S(Cl)([Cl:26])=O, predict the reaction product. The product is: [Br:1][C:2]1[S:3][C:4]([Br:16])=[C:5]([C:10]2[CH:15]=[CH:14][CH:13]=[CH:12][CH:11]=2)[C:6]=1[C:7]([Cl:26])=[O:8]. (4) Given the reactants [CH2:1]([O:8][C:9](=[O:14])[C@@H:10]([CH2:12][OH:13])[NH2:11])[C:2]1[CH:7]=[CH:6][CH:5]=[CH:4][CH:3]=1.[C:15]([O:26][C@H:27]([CH2:32][CH2:33][CH2:34][CH2:35][CH2:36][CH2:37][CH2:38][CH2:39][CH2:40][CH2:41][CH3:42])[CH2:28][C:29](O)=[O:30])(=[O:25])[CH2:16][CH2:17][CH2:18][CH2:19][CH2:20][CH2:21][CH2:22][CH2:23][CH3:24].C(Cl)CCl.CI, predict the reaction product. The product is: [CH2:1]([O:8][C:9](=[O:14])[C@@H:10]([CH2:12][OH:13])[NH:11][C:29](=[O:30])[CH2:28][C@H:27]([O:26][C:15](=[O:25])[CH2:16][CH2:17][CH2:18][CH2:19][CH2:20][CH2:21][CH2:22][CH2:23][CH3:24])[CH2:32][CH2:33][CH2:34][CH2:35][CH2:36][CH2:37][CH2:38][CH2:39][CH2:40][CH2:41][CH3:42])[C:2]1[CH:7]=[CH:6][CH:5]=[CH:4][CH:3]=1. (5) Given the reactants [Br:1][C:2]1[CH:3]=[C:4]2[C:9](=[CH:10][CH:11]=1)[S:8][CH:7]([C:12]1[CH:17]=[CH:16][CH:15]=[CH:14][CH:13]=1)[CH2:6][C:5]12[C:21](=[O:22])[NH:20][C:19](=O)[NH:18]1.COC1C=CC(P2(SP(C3C=CC(OC)=CC=3)(=S)S2)=[S:33])=CC=1, predict the reaction product. The product is: [Br:1][C:2]1[CH:3]=[C:4]2[C:9](=[CH:10][CH:11]=1)[S:8][CH:7]([C:12]1[CH:17]=[CH:16][CH:15]=[CH:14][CH:13]=1)[CH2:6][C:5]12[C:21](=[O:22])[NH:20][C:19](=[S:33])[NH:18]1. (6) Given the reactants [CH2:1]([N:8]([C@H:19]1[CH2:24][CH2:23][NH:22][CH2:21][C@H:20]1[O:25][CH3:26])[C:9](=[O:18])[O:10][CH2:11][C:12]1[CH:17]=[CH:16][CH:15]=[CH:14][CH:13]=1)[C:2]1[CH:7]=[CH:6][CH:5]=[CH:4][CH:3]=1.Br[C:28]1[CH:29]=[C:30]([CH:35]=[C:36]([F:38])[CH:37]=1)C(OC)=O.[C:39](=[O:42])([O-])[O-:40].[Cs+].[Cs+].O1CCOC[CH2:46]1, predict the reaction product. The product is: [CH2:1]([N:8]([C:9]([O:10][CH2:11][C:12]1[CH:17]=[CH:16][CH:15]=[CH:14][CH:13]=1)=[O:18])[C@H:19]1[CH2:24][CH2:23][N:22]([C:35]2[C:36]([F:38])=[C:37]([CH:28]=[CH:29][CH:30]=2)[C:39]([O:40][CH3:46])=[O:42])[CH2:21][C@H:20]1[O:25][CH3:26])[C:2]1[CH:3]=[CH:4][CH:5]=[CH:6][CH:7]=1.